This data is from Forward reaction prediction with 1.9M reactions from USPTO patents (1976-2016). The task is: Predict the product of the given reaction. (1) Given the reactants CCN(CC)CC.[CH2:8]([N:11]1[C:16](=[O:17])[CH:15]=[CH:14][C:13]([C:18]2[S:19][CH:20]=[CH:21][CH:22]=2)=[N:12]1)[C:9]#[CH:10].[Cl:23][C:24]1[CH:29]=[C:28]([NH2:30])[C:27](I)=[CH:26][N:25]=1.CO, predict the reaction product. The product is: [NH2:30][C:28]1[CH:29]=[C:24]([Cl:23])[N:25]=[CH:26][C:27]=1[C:10]#[C:9][CH2:8][N:11]1[C:16](=[O:17])[CH:15]=[CH:14][C:13]([C:18]2[S:19][CH:20]=[CH:21][CH:22]=2)=[N:12]1. (2) The product is: [F:14][C:15]1[N:20]=[CH:19][C:18]([CH:21]([N:1]2[CH2:5][CH2:4][C@H:3]([NH:6][C:7](=[O:13])[O:8][C:9]([CH3:10])([CH3:12])[CH3:11])[CH2:2]2)[CH3:22])=[CH:17][CH:16]=1. Given the reactants [NH:1]1[CH2:5][CH2:4][C@H:3]([NH:6][C:7](=[O:13])[O:8][C:9]([CH3:12])([CH3:11])[CH3:10])[CH2:2]1.[F:14][C:15]1[N:20]=[CH:19][C:18]([C:21](=O)[CH3:22])=[CH:17][CH:16]=1.[BH4-].[Na+].[NH4+], predict the reaction product. (3) Given the reactants [Cl:1][C:2]1[C:7]([O:8][CH2:9][C:10]([N:12]2[CH2:17][CH2:16][C:15]3[N:18]=[C:19]4[S:23][C:22]([CH3:24])=[N:21][N:20]4[C:14]=3[CH:13]2[C:25]2[S:26][CH:27]=[C:28]([C:30]([O:32]CC)=O)[N:29]=2)=[O:11])=[CH:6][CH:5]=[C:4]([N:35]2[CH2:40][CH2:39][O:38][CH2:37][CH2:36]2)[N:3]=1.[NH3:41], predict the reaction product. The product is: [Cl:1][C:2]1[C:7]([O:8][CH2:9][C:10]([N:12]2[CH2:17][CH2:16][C:15]3[N:18]=[C:19]4[S:23][C:22]([CH3:24])=[N:21][N:20]4[C:14]=3[CH:13]2[C:25]2[S:26][CH:27]=[C:28]([C:30]([NH2:41])=[O:32])[N:29]=2)=[O:11])=[CH:6][CH:5]=[C:4]([N:35]2[CH2:36][CH2:37][O:38][CH2:39][CH2:40]2)[N:3]=1. (4) Given the reactants [CH3:1][S:2]([OH:5])(=[O:4])=[O:3].[CH:6]1([NH:9][C:10](=[O:36])[C:11]2[CH:16]=[CH:15][C:14]([CH3:17])=[C:13]([N:18]3[C:27](=[O:28])[C:26]4[C:21](=[CH:22][CH:23]=[C:24]([N:29]5[CH2:34][CH2:33][N:32]([CH3:35])[CH2:31][CH2:30]5)[CH:25]=4)[N:20]=[CH:19]3)[CH:12]=2)[CH2:8][CH2:7]1, predict the reaction product. The product is: [CH3:1][S:2]([OH:5])(=[O:4])=[O:3].[CH3:1][S:2]([OH:5])(=[O:4])=[O:3].[CH:6]1([NH:9][C:10](=[O:36])[C:11]2[CH:16]=[CH:15][C:14]([CH3:17])=[C:13]([N:18]3[C:27](=[O:28])[C:26]4[C:21](=[CH:22][CH:23]=[C:24]([N:29]5[CH2:30][CH2:31][N:32]([CH3:35])[CH2:33][CH2:34]5)[CH:25]=4)[N:20]=[CH:19]3)[CH:12]=2)[CH2:8][CH2:7]1. (5) The product is: [CH2:29]([O:28][C:26]([CH:23]1[CH2:22][CH2:21][N:20]([C:18]([N:15]2[CH2:16][CH2:17][CH:12]([NH:11][C:10]3[CH:31]=[CH:32][C:7]([CH2:6][CH2:5][NH:4][CH2:61][C@H:59]([OH:60])[CH2:58][O:57][C:54]4[CH:55]=[CH:56][C:51]([OH:50])=[CH:52][CH:53]=4)=[CH:8][CH:9]=3)[CH2:13][CH2:14]2)=[O:19])[CH2:25][CH2:24]1)=[O:27])[CH3:30]. Given the reactants C(O)=O.[NH2:4][CH2:5][CH2:6][C:7]1[CH:32]=[CH:31][C:10]([NH:11][CH:12]2[CH2:17][CH2:16][N:15]([C:18]([N:20]3[CH2:25][CH2:24][CH:23]([C:26]([O:28][CH2:29][CH3:30])=[O:27])[CH2:22][CH2:21]3)=[O:19])[CH2:14][CH2:13]2)=[CH:9][CH:8]=1.C([Si]([O:50][C:51]1[CH:56]=[CH:55][C:54]([O:57][CH2:58][CH:59]2[CH2:61][O:60]2)=[CH:53][CH:52]=1)(C1C=CC=CC=1)C1C=CC=CC=1)(C)(C)C, predict the reaction product. (6) Given the reactants C[O:2][C:3]([C@H:5]1[CH2:10][N:9]([C:11](=[O:24])[C@@H:12]([NH:16][C:17]([O:19][C:20]([CH3:23])([CH3:22])[CH3:21])=[O:18])[CH:13]([CH3:15])[CH3:14])[CH2:8][CH2:7][N:6]1[C:25]1[CH:30]=[CH:29][C:28]([Cl:31])=[CH:27][CH:26]=1)=[O:4].[Li+].[OH-].O.Cl, predict the reaction product. The product is: [C:20]([O:19][C:17]([NH:16][C@@H:12]([CH:13]([CH3:15])[CH3:14])[C:11]([N:9]1[CH2:8][CH2:7][N:6]([C:25]2[CH:26]=[CH:27][C:28]([Cl:31])=[CH:29][CH:30]=2)[C@@H:5]([C:3]([OH:4])=[O:2])[CH2:10]1)=[O:24])=[O:18])([CH3:23])([CH3:22])[CH3:21]. (7) Given the reactants C(N(CC)CC)C.Cl[C:9]1[C:14]([CH2:15][CH2:16][O:17][C:18]2[CH:23]=[CH:22][C:21]([CH2:24][C:25]([O:27][CH2:28][CH3:29])=[O:26])=[CH:20][CH:19]=2)=[C:13](Cl)[N:12]=[CH:11][N:10]=1, predict the reaction product. The product is: [N:10]1[CH:9]=[C:14]([CH2:15][CH2:16][O:17][C:18]2[CH:23]=[CH:22][C:21]([CH2:24][C:25]([O:27][CH2:28][CH3:29])=[O:26])=[CH:20][CH:19]=2)[CH:13]=[N:12][CH:11]=1.